The task is: Predict which catalyst facilitates the given reaction.. This data is from Catalyst prediction with 721,799 reactions and 888 catalyst types from USPTO. (1) Reactant: [Br:1][C:2]1[CH:3]=[C:4]([N:9]2[C:13](=[O:14])[O:12][N:11]=[C:10]2[C:15]2[C:19]([NH:20][CH2:21][CH2:22][O:23]C)=[N:18][O:17][N:16]=2)[CH:5]=[CH:6][C:7]=1[F:8].B(Br)(Br)Br. Product: [Br:1][C:2]1[CH:3]=[C:4]([N:9]2[C:13](=[O:14])[O:12][N:11]=[C:10]2[C:15]2[C:19]([NH:20][CH2:21][CH2:22][OH:23])=[N:18][O:17][N:16]=2)[CH:5]=[CH:6][C:7]=1[F:8]. The catalyst class is: 4. (2) Reactant: [CH:1]([P:3](=[O:14])([CH:12]=[CH2:13])[CH2:4][C:5]1[CH:10]=[CH:9][C:8]([F:11])=[CH:7][CH:6]=1)=[CH2:2].[CH2:15]([NH2:22])[C:16]1[CH:21]=[CH:20][CH:19]=[CH:18][CH:17]=1. Product: [CH2:15]([N:22]1[CH2:13][CH2:12][P:3](=[O:14])([CH2:4][C:5]2[CH:10]=[CH:9][C:8]([F:11])=[CH:7][CH:6]=2)[CH2:1][CH2:2]1)[C:16]1[CH:21]=[CH:20][CH:19]=[CH:18][CH:17]=1. The catalyst class is: 20. (3) Reactant: [OH:1][C:2]([C:12]([F:15])([F:14])[F:13])([CH:8]=[C:9]([CH3:11])[CH3:10])[C:3]([O:5]CC)=[O:4].[OH-].[Na+]. Product: [OH:1][C:2]([C:12]([F:13])([F:14])[F:15])([CH:8]=[C:9]([CH3:11])[CH3:10])[C:3]([OH:5])=[O:4]. The catalyst class is: 6. (4) Reactant: [OH:1][C:2]1[C:3]2[O:15][N:14]=[C:13]([C:16]3[CH:21]=[CH:20][N:19]=[CH:18][CH:17]=3)[C:4]=2[CH:5]=[N:6][C:7]=1[C:8]([O:10]CC)=O.[NH2:22][CH2:23][C:24]([OH:26])=[O:25].[O-]CC.[Na+].Cl. Product: [OH:1][C:2]1[C:3]2[O:15][N:14]=[C:13]([C:16]3[CH:17]=[CH:18][N:19]=[CH:20][CH:21]=3)[C:4]=2[CH:5]=[N:6][C:7]=1[C:8]([NH:22][CH2:23][C:24]([OH:26])=[O:25])=[O:10]. The catalyst class is: 303. (5) Reactant: [N:1]1[C:10]2[NH:9][CH2:8][CH2:7][CH2:6][C:5]=2[CH:4]=[CH:3][C:2]=1[CH2:11][CH2:12]O.S(Br)([Br:16])=O. Product: [Br:16][CH2:12][CH2:11][C:2]1[N:1]=[C:10]2[C:5]([CH2:6][CH2:7][CH2:8][NH:9]2)=[CH:4][CH:3]=1. The catalyst class is: 48. (6) Reactant: C[O:2][C:3](=[O:21])[CH:4]=[CH:5][C:6]1[CH:11]=[CH:10][C:9]([C:12]([CH3:15])([CH3:14])[CH3:13])=[CH:8][C:7]=1[NH:16][CH2:17][CH:18]([CH3:20])[CH3:19].[OH-].[Na+].Cl. Product: [C:12]([C:9]1[CH:10]=[CH:11][C:6]([CH:5]=[CH:4][C:3]([OH:21])=[O:2])=[C:7]([NH:16][CH2:17][CH:18]([CH3:20])[CH3:19])[CH:8]=1)([CH3:15])([CH3:14])[CH3:13]. The catalyst class is: 24. (7) Reactant: C([O:7][C:8]1[CH:9]=[C:10]([CH2:14][C@H:15]([O:20][CH:21]([CH3:23])[CH3:22])[C:16]([O:18][CH3:19])=[O:17])[CH:11]=[CH:12][CH:13]=1)(=O)C(C)(C)C.S(=O)(=O)(O)O.C1(C)C=CC=CC=1.O. Product: [OH:7][C:8]1[CH:9]=[C:10]([CH2:14][C@H:15]([O:20][CH:21]([CH3:23])[CH3:22])[C:16]([O:18][CH3:19])=[O:17])[CH:11]=[CH:12][CH:13]=1. The catalyst class is: 5.